From a dataset of Full USPTO retrosynthesis dataset with 1.9M reactions from patents (1976-2016). Predict the reactants needed to synthesize the given product. Given the product [CH:16]1[C:17]2[CH:5]([CH2:4][O:3][C:1](=[O:2])[NH:18][CH:19]3[CH2:23][CH2:22][CH:21]([C:24](=[O:25])[N:42]([C:39]4[CH:40]=[CH:41][C:36]([C:28]5[O:27][C:31]6[CH:32]=[CH:33][CH:34]=[CH:35][C:30]=6[N:29]=5)=[CH:37][CH:38]=4)[CH3:43])[CH2:20]3)[C:6]3[C:11](=[CH:10][CH:9]=[CH:8][CH:7]=3)[C:12]=2[CH:13]=[CH:14][CH:15]=1, predict the reactants needed to synthesize it. The reactants are: [C:1]([NH:18][C@H:19]1[CH2:23][CH2:22][C@@H:21]([C:24](O)=[O:25])[CH2:20]1)([O:3][CH2:4][CH:5]1[C:17]2[C:12](=[CH:13][CH:14]=[CH:15][CH:16]=2)[C:11]2[C:6]1=[CH:7][CH:8]=[CH:9][CH:10]=2)=[O:2].[O:27]1[C:31]2[CH:32]=[CH:33][CH:34]=[CH:35][C:30]=2[N:29]=[C:28]1[C:36]1[CH:41]=[CH:40][C:39]([NH:42][CH3:43])=[CH:38][CH:37]=1.N1C(C)=CC(C)=CC=1C.